This data is from Catalyst prediction with 721,799 reactions and 888 catalyst types from USPTO. The task is: Predict which catalyst facilitates the given reaction. (1) Reactant: [CH2:1]([O:8][C@H:9]1[C@H:14]([O:15][CH2:16][C:17]2[CH:22]=[CH:21][CH:20]=[CH:19][CH:18]=2)[C@@H:13]([O:23][CH2:24][C:25]2[CH:30]=[CH:29][CH:28]=[CH:27][CH:26]=2)[C@@:12]([C:33]2[CH:38]=[CH:37][C:36]([Cl:39])=[C:35]([CH2:40][C:41]3[CH:46]=[CH:45][C:44]([O:47][CH3:48])=[C:43]([F:49])[C:42]=3[F:50])[CH:34]=2)([O:31][CH3:32])[O:11][C@@H:10]1[CH:51]=[O:52])[C:2]1[CH:7]=[CH:6][CH:5]=[CH:4][CH:3]=1.[CH2:53]=[O:54].[OH-].[Na+]. Product: [CH2:1]([O:8][C@H:9]1[C@H:14]([O:15][CH2:16][C:17]2[CH:22]=[CH:21][CH:20]=[CH:19][CH:18]=2)[C@@H:13]([O:23][CH2:24][C:25]2[CH:26]=[CH:27][CH:28]=[CH:29][CH:30]=2)[C@@:12]([C:33]2[CH:38]=[CH:37][C:36]([Cl:39])=[C:35]([CH2:40][C:41]3[CH:46]=[CH:45][C:44]([O:47][CH3:48])=[C:43]([F:49])[C:42]=3[F:50])[CH:34]=2)([O:31][CH3:32])[O:11][C@:10]1([CH2:53][OH:54])[CH:51]=[O:52])[C:2]1[CH:3]=[CH:4][CH:5]=[CH:6][CH:7]=1. The catalyst class is: 12. (2) Product: [C:7]([C:11]1[CH:16]=[CH:15][C:14]([C:21]2[C:22]([NH2:27])=[N:23][CH:24]=[CH:25][CH:26]=2)=[CH:13][CH:12]=1)([CH3:10])([CH3:9])[CH3:8]. Reactant: C(=O)([O-])[O-].[Na+].[Na+].[C:7]([C:11]1[CH:16]=[CH:15][C:14](B(O)O)=[CH:13][CH:12]=1)([CH3:10])([CH3:9])[CH3:8].Br[C:21]1[C:22]([NH2:27])=[N:23][CH:24]=[CH:25][CH:26]=1. The catalyst class is: 108. (3) Reactant: [CH3:1][O:2][C:3]1[CH:7]=[CH:6][N:5]([CH3:8])[N:4]=1.[Br-:9].[Br-].[Br-].[NH+]1C=CC=CC=1.[NH+]1C=CC=CC=1.[NH+]1C=CC=CC=1.C([O-])(O)=O.[Na+]. Product: [Br:9][C:7]1[C:3]([O:2][CH3:1])=[N:4][N:5]([CH3:8])[CH:6]=1. The catalyst class is: 24. (4) Reactant: [CH3:1][C:2]1[S:3][CH:4]=[C:5]([C:7]2[CH:13]=[CH:12][C:10]([NH2:11])=[CH:9][CH:8]=2)[N:6]=1.[O:14]1[C:18]2[CH:19]=[CH:20][C:21]([C:23]3([C:26](O)=[O:27])[CH2:25][CH2:24]3)=[CH:22][C:17]=2[O:16][CH2:15]1.C(N(CC)CC)C.F[P-](F)(F)(F)(F)F.N1(OC(N(C)C)=[N+](C)C)C2N=CC=CC=2N=N1. Product: [O:14]1[C:18]2[CH:19]=[CH:20][C:21]([C:23]3([C:26]([NH:11][C:10]4[CH:12]=[CH:13][C:7]([C:5]5[N:6]=[C:2]([CH3:1])[S:3][CH:4]=5)=[CH:8][CH:9]=4)=[O:27])[CH2:24][CH2:25]3)=[CH:22][C:17]=2[O:16][CH2:15]1. The catalyst class is: 10. (5) Reactant: F[C:2]1[CH:3]=[CH:4][C:5]2[NH:11][CH2:10][CH:9](C)[C:8](=S)[NH:7][C:6]=2[CH:14]=1.[C:15]([NH:18][NH2:19])(=O)C. Product: [CH:15]1[N:7]2[C:6]3[CH:14]=[CH:2][CH:3]=[CH:4][C:5]=3[N:11]=[CH:10][CH2:9][C:8]2=[N:19][N:18]=1. The catalyst class is: 51. (6) Reactant: [Br:1][C:2]1[CH:3]=[C:4]([S:9][C:10]2[CH:15]=[CH:14][CH:13]=[CH:12][CH:11]=2)[C:5]([NH2:8])=[N:6][CH:7]=1.[Cl:16][C:17]1[C:22]([N:23]=[C:24]=[S:25])=[CH:21][CH:20]=[CH:19][N:18]=1.CN(C=O)C. Product: [ClH:16].[Br:1][C:2]1[CH:3]=[C:4]([S:9][C:10]2[CH:15]=[CH:14][CH:13]=[CH:12][CH:11]=2)[C:5]([NH:8][C:24]2[S:25][C:17]3[C:22]([N:23]=2)=[CH:21][CH:20]=[CH:19][N:18]=3)=[N:6][CH:7]=1. The catalyst class is: 2. (7) Product: [CH3:26][C:12]1[C:11](=[O:27])[C:10]2[C:15](=[C:16]([C:29]3([C:28](=[O:35])[CH:36]=[CH2:37])[CH:34]=[CH:33][CH:32]=[CH:31][CH2:30]3)[C:7]([O:6][CH2:3][C:4]#[CH:5])=[CH:8][CH:9]=2)[O:14][C:13]=1[C:20]1[CH:21]=[CH:22][CH:23]=[CH:24][CH:25]=1. Reactant: [OH-].[K+].[CH2:3]([O:6][C:7]1[C:16](C(=O)C)=[C:15]2[C:10]([C:11](=[O:27])[C:12]([CH3:26])=[C:13]([C:20]3[CH:25]=[CH:24][CH:23]=[CH:22][CH:21]=3)[O:14]2)=[CH:9][CH:8]=1)[C:4]#[CH:5].[CH:28](=[O:35])[C:29]1[CH:34]=[CH:33][CH:32]=[CH:31][CH:30]=1.[CH2:36](O)[CH3:37]. The catalyst class is: 6. (8) Reactant: [CH3:1][C:2]1([CH3:30])[NH:7][C:6](=[O:8])[C:5]2[S:9][C:10]([N:12]3[C:17]4[CH:18]=[C:19]([NH:22][C:23]5[CH:24]=[N:25][C:26]([CH3:29])=[CH:27][CH:28]=5)[CH:20]=[CH:21][C:16]=4[O:15][CH2:14][CH2:13]3)=[N:11][C:4]=2[CH2:3]1.[C:31](Cl)(=[O:33])[CH3:32].N1C=CC=CC=1. Product: [CH3:1][C:2]1([CH3:30])[NH:7][C:6](=[O:8])[C:5]2[S:9][C:10]([N:12]3[C:17]4[CH:18]=[C:19]([N:22]([C:23]5[CH:24]=[N:25][C:26]([CH3:29])=[CH:27][CH:28]=5)[C:31](=[O:33])[CH3:32])[CH:20]=[CH:21][C:16]=4[O:15][CH2:14][CH2:13]3)=[N:11][C:4]=2[CH2:3]1. The catalyst class is: 1. (9) Reactant: Br[C:2]1[CH:7]=[CH:6][C:5]([N:8]2[CH:13]=[CH:12][C:11](=[O:14])[C:10]([CH2:15][C:16]3[CH:17]=[C:18]([NH:22][C:23](=[O:29])[O:24][CH2:25][CH:26]([CH3:28])[CH3:27])[CH:19]=[CH:20][CH:21]=3)=[N:9]2)=[CH:4][CH:3]=1.C([O-])([O-])=O.[Na+].[Na+].[N:36]1[CH:41]=[CH:40][CH:39]=[C:38](B(O)O)[CH:37]=1. Product: [CH3:27][CH:26]([CH3:28])[CH2:25][O:24][C:23](=[O:29])[NH:22][C:18]1[CH:19]=[CH:20][CH:21]=[C:16]([CH2:15][C:10]2[C:11](=[O:14])[CH:12]=[CH:13][N:8]([C:5]3[CH:6]=[CH:7][C:2]([C:38]4[CH:37]=[N:36][CH:41]=[CH:40][CH:39]=4)=[CH:3][CH:4]=3)[N:9]=2)[CH:17]=1. The catalyst class is: 108.